This data is from Reaction yield outcomes from USPTO patents with 853,638 reactions. The task is: Predict the reaction yield, written as a fraction of the theoretical maximum amount of product (1.0 means a 100% yield; for example, 0.34 means a 34% yield). (1) The reactants are C([N:8]1[CH2:14][CH:13]2[C:15]([CH3:17])([OH:16])[CH:10]([CH2:11][CH2:12]2)[CH2:9]1)C1C=CC=CC=1.N#N. The catalyst is CO.[Pd]. The product is [CH3:17][C:15]1([OH:16])[CH:13]2[CH2:12][CH2:11][CH:10]1[CH2:9][NH:8][CH2:14]2. The yield is 0.990. (2) The reactants are [CH3:1][Mg]Br.[CH3:4][N:5]1[C:13]2[C:8](=[N:9][C:10]([C:21]#[N:22])=[C:11]([N:14]3[CH2:20][C:16]4([CH2:19][O:18][CH2:17]4)[CH2:15]3)[CH:12]=2)[CH:7]=[CH:6]1.[BH4-].[Na+].O. The catalyst is C1COCC1. The product is [CH3:4][N:5]1[C:13]2[C:8](=[N:9][C:10]([CH:21]([NH2:22])[CH3:1])=[C:11]([N:14]3[CH2:20][C:16]4([CH2:19][O:18][CH2:17]4)[CH2:15]3)[CH:12]=2)[CH:7]=[CH:6]1. The yield is 0.470. (3) The reactants are [F:1][C:2]([F:16])([F:15])[C:3]1[O:7][N:6]=[C:5]([C:8]2[CH:9]=[C:10]([CH:12]=[CH:13][CH:14]=2)[NH2:11])[N:4]=1.[F:17][C:18]1[CH:23]=[CH:22][C:21]([C:24]2[N:25]=[C:26]([CH2:29][CH2:30][C:31](O)=[O:32])[S:27][CH:28]=2)=[CH:20][CH:19]=1. No catalyst specified. The product is [F:17][C:18]1[CH:19]=[CH:20][C:21]([C:24]2[N:25]=[C:26]([CH2:29][CH2:30][C:31]([NH:11][C:10]3[CH:12]=[CH:13][CH:14]=[C:8]([C:5]4[N:4]=[C:3]([C:2]([F:15])([F:1])[F:16])[O:7][N:6]=4)[CH:9]=3)=[O:32])[S:27][CH:28]=2)=[CH:22][CH:23]=1. The yield is 0.430. (4) The reactants are C(N(CC)CC)C.Cl.[O:9]=[C:10]1[CH:15]([N:16]2[C:24](=[O:25])[C:23]3[C:18](=[CH:19][CH:20]=[CH:21][C:22]=3[CH2:26][NH:27][CH3:28])[C:17]2=[O:29])[CH2:14][CH2:13][C:12](=[O:30])[NH:11]1.[CH3:31][O:32][C:33]1[CH:38]=[CH:37][C:36]([N:39]=[C:40]=[O:41])=[CH:35][CH:34]=1. The catalyst is C1COCC1. The product is [O:9]=[C:10]1[CH:15]([N:16]2[C:24](=[O:25])[C:23]3[C:18](=[CH:19][CH:20]=[CH:21][C:22]=3[CH2:26][N:27]([CH3:28])[C:40]([NH:39][C:36]3[CH:35]=[CH:34][C:33]([O:32][CH3:31])=[CH:38][CH:37]=3)=[O:41])[C:17]2=[O:29])[CH2:14][CH2:13][C:12](=[O:30])[NH:11]1. The yield is 0.720.